This data is from NCI-60 drug combinations with 297,098 pairs across 59 cell lines. The task is: Regression. Given two drug SMILES strings and cell line genomic features, predict the synergy score measuring deviation from expected non-interaction effect. (1) Drug 1: C1=NC2=C(N1)C(=S)N=C(N2)N. Drug 2: CC1=C(C=C(C=C1)NC(=O)C2=CC=C(C=C2)CN3CCN(CC3)C)NC4=NC=CC(=N4)C5=CN=CC=C5. Cell line: SW-620. Synergy scores: CSS=7.88, Synergy_ZIP=1.46, Synergy_Bliss=-0.119, Synergy_Loewe=-13.6, Synergy_HSA=-6.21. (2) Drug 1: CC1=C(C(=O)C2=C(C1=O)N3CC4C(C3(C2COC(=O)N)OC)N4)N. Drug 2: CC(C)CN1C=NC2=C1C3=CC=CC=C3N=C2N. Cell line: SK-MEL-5. Synergy scores: CSS=61.5, Synergy_ZIP=-2.62, Synergy_Bliss=-4.03, Synergy_Loewe=-9.73, Synergy_HSA=-3.89. (3) Drug 1: CCC1=CC2CC(C3=C(CN(C2)C1)C4=CC=CC=C4N3)(C5=C(C=C6C(=C5)C78CCN9C7C(C=CC9)(C(C(C8N6C)(C(=O)OC)O)OC(=O)C)CC)OC)C(=O)OC.C(C(C(=O)O)O)(C(=O)O)O. Drug 2: CC1C(C(CC(O1)OC2CC(CC3=C2C(=C4C(=C3O)C(=O)C5=CC=CC=C5C4=O)O)(C(=O)C)O)N)O. Cell line: NCI/ADR-RES. Synergy scores: CSS=19.1, Synergy_ZIP=-6.56, Synergy_Bliss=-0.463, Synergy_Loewe=-2.19, Synergy_HSA=-0.499. (4) Synergy scores: CSS=47.0, Synergy_ZIP=-1.11, Synergy_Bliss=-1.77, Synergy_Loewe=-27.8, Synergy_HSA=0.111. Cell line: UACC62. Drug 2: CN(C(=O)NC(C=O)C(C(C(CO)O)O)O)N=O. Drug 1: C1CN1C2=NC(=NC(=N2)N3CC3)N4CC4. (5) Drug 1: CC1OCC2C(O1)C(C(C(O2)OC3C4COC(=O)C4C(C5=CC6=C(C=C35)OCO6)C7=CC(=C(C(=C7)OC)O)OC)O)O. Drug 2: CCC1(C2=C(COC1=O)C(=O)N3CC4=CC5=C(C=CC(=C5CN(C)C)O)N=C4C3=C2)O.Cl. Cell line: NCI-H322M. Synergy scores: CSS=4.63, Synergy_ZIP=-1.42, Synergy_Bliss=-1.80, Synergy_Loewe=-2.30, Synergy_HSA=-2.51. (6) Drug 1: CC(C)(C#N)C1=CC=C(C=C1)N2C3=C4C=C(C=CC4=NC=C3N(C2=O)C)C5=CC6=CC=CC=C6N=C5. Drug 2: CN1C=C(C=N1)C2=C3N=C(C(=C(N3N=C2)N)Br)C4CCCNC4. Cell line: HCT116. Synergy scores: CSS=55.4, Synergy_ZIP=2.71, Synergy_Bliss=3.16, Synergy_Loewe=4.07, Synergy_HSA=6.07.